Dataset: NCI-60 drug combinations with 297,098 pairs across 59 cell lines. Task: Regression. Given two drug SMILES strings and cell line genomic features, predict the synergy score measuring deviation from expected non-interaction effect. Drug 1: CC1=CC=C(C=C1)C2=CC(=NN2C3=CC=C(C=C3)S(=O)(=O)N)C(F)(F)F. Drug 2: CC12CCC3C(C1CCC2O)C(CC4=C3C=CC(=C4)O)CCCCCCCCCS(=O)CCCC(C(F)(F)F)(F)F. Cell line: KM12. Synergy scores: CSS=0.177, Synergy_ZIP=4.54, Synergy_Bliss=7.85, Synergy_Loewe=-0.864, Synergy_HSA=-0.213.